Dataset: Catalyst prediction with 721,799 reactions and 888 catalyst types from USPTO. Task: Predict which catalyst facilitates the given reaction. (1) Reactant: I[C:2]1[C:10]2[C:9]([O:11][CH2:12][CH:13]([CH3:15])[CH3:14])=[N:8][CH:7]=[N:6][C:5]=2[N:4](C(OC(C)(C)C)=O)[CH:3]=1.C([Mg]Cl)(C)C.C1COCC1.C1(C)C=CC(S([C:42]#[N:43])(=O)=O)=CC=1. Product: [CH2:12]([O:11][C:9]1[C:10]2[C:2]([C:42]#[N:43])=[CH:3][NH:4][C:5]=2[N:6]=[CH:7][N:8]=1)[CH:13]([CH3:14])[CH3:15]. The catalyst class is: 2. (2) Reactant: [NH:1]1[C:9]2[C:4](=[CH:5][CH:6]=[CH:7][CH:8]=2)[C:3](/[CH:10]=[CH:11]/[C:12]2[CH:17]=[CH:16][CH:15]=[CH:14][C:13]=2[NH2:18])=[N:2]1.[C:19]1(=O)[O:24][C:22](=[O:23])[C:21]2=[CH:25][CH:26]=[CH:27][CH:28]=[C:20]12.C(N(CC)CC)C. Product: [NH:1]1[C:9]2[C:4](=[CH:5][CH:6]=[CH:7][CH:8]=2)[C:3](/[CH:10]=[CH:11]/[C:12]2[CH:17]=[CH:16][CH:15]=[CH:14][C:13]=2[N:18]2[C:22](=[O:23])[C:21]3[C:20](=[CH:28][CH:27]=[CH:26][CH:25]=3)[C:19]2=[O:24])=[N:2]1. The catalyst class is: 113. (3) Reactant: [CH3:1][O:2][C:3]1[CH:24]=[CH:23][C:6]([CH2:7][N:8]2[CH2:12][C:11]3([CH2:17][CH2:16][CH2:15][CH:14]([C:18]([O:20][CH3:21])=[O:19])[CH2:13]3)[O:10][C:9]2=[O:22])=[CH:5][CH:4]=1.C[Si]([N-][Si](C)(C)C)(C)C.[Na+].Cl[CH2:36][O:37][CH2:38][C:39]1[CH:44]=[CH:43][CH:42]=[CH:41][CH:40]=1. Product: [CH3:1][O:2][C:3]1[CH:4]=[CH:5][C:6]([CH2:7][N:8]2[CH2:12][C:11]3([CH2:17][CH2:16][CH2:15][C:14]([CH2:36][O:37][CH2:38][C:39]4[CH:44]=[CH:43][CH:42]=[CH:41][CH:40]=4)([C:18]([O:20][CH3:21])=[O:19])[CH2:13]3)[O:10][C:9]2=[O:22])=[CH:23][CH:24]=1. The catalyst class is: 1.